Dataset: Reaction yield outcomes from USPTO patents with 853,638 reactions. Task: Predict the reaction yield, written as a fraction of the theoretical maximum amount of product (1.0 means a 100% yield; for example, 0.34 means a 34% yield). (1) The reactants are [CH3:1][N:2]([CH3:18])[CH2:3][CH2:4][N:5]1[CH2:10][CH2:9][S:8][C:7]2[CH:11]=[CH:12][C:13]([N+:15]([O-])=O)=[CH:14][C:6]1=2.I.[S:20]1[CH:24]=[CH:23][CH:22]=[C:21]1[C:25](SC)=[NH:26]. The catalyst is C(O)C.ClCCl.[Pd]. The product is [CH3:1][N:2]([CH3:18])[CH2:3][CH2:4][N:5]1[CH2:10][CH2:9][S:8][C:7]2[CH:11]=[CH:12][C:13]([NH:15][C:25]([C:21]3[S:20][CH:24]=[CH:23][CH:22]=3)=[NH:26])=[CH:14][C:6]1=2. The yield is 0.628. (2) The reactants are [NH2:1][C@H:2]1[CH2:7][CH2:6][N:5]([C:8]([O:10][C:11]([CH3:14])([CH3:13])[CH3:12])=[O:9])[CH2:4][C@H:3]1[O:15][CH:16]([CH3:18])[CH3:17].[Cl:19][C:20]1[N:21]=[C:22]([C:27](O)=[O:28])[NH:23][C:24]=1[CH2:25][CH3:26].ON1C2C=CC=CC=2N=N1.Cl.C(N=C=NCCCN(C)C)C. The catalyst is CN(C=O)C.C(OCC)(=O)C. The product is [Cl:19][C:20]1[N:21]=[C:22]([C:27]([NH:1][C@H:2]2[CH2:7][CH2:6][N:5]([C:8]([O:10][C:11]([CH3:12])([CH3:13])[CH3:14])=[O:9])[CH2:4][C@H:3]2[O:15][CH:16]([CH3:18])[CH3:17])=[O:28])[NH:23][C:24]=1[CH2:25][CH3:26]. The yield is 0.500. (3) The reactants are Cl[C:2]1[N:11]=[C:10](Cl)[N:9]=[C:8]2[C:3]=1[O:4][CH2:5][C@@H:6]1[CH2:15][CH2:14][CH2:13][N:7]12.[NH:16]1[CH2:21][CH2:20][O:19][CH2:18][CH2:17]1.C(N(CC)CC)C.CC1(C)C(C)(C)OB([C:37]2[CH:38]=[N:39][C:40]([NH2:43])=[N:41][CH:42]=2)O1.C(=O)([O-])[O-].[Na+].[Na+]. The catalyst is Cl[Pd](Cl)([P](C1C=CC=CC=1)(C1C=CC=CC=1)C1C=CC=CC=1)[P](C1C=CC=CC=1)(C1C=CC=CC=1)C1C=CC=CC=1. The product is [N:16]1([C:2]2[N:11]=[C:10]([C:37]3[CH:38]=[N:39][C:40]([NH2:43])=[N:41][CH:42]=3)[N:9]=[C:8]3[C:3]=2[O:4][CH2:5][C@@H:6]2[CH2:15][CH2:14][CH2:13][N:7]23)[CH2:21][CH2:20][O:19][CH2:18][CH2:17]1. The yield is 0.0800. (4) The reactants are [CH2:1]([O:8][CH2:9][C:10]1[CH:15]=[CH:14][CH:13]=[CH:12][C:11]=1[C:16]1([CH3:21])OCCO1)[C:2]1[CH:7]=[CH:6][CH:5]=[CH:4][CH:3]=1.[H-].[Na+].[CH3:24][C:25]1([C:30]2[CH:35]=CC=CC=2CO)OCCO1.C(Br)C1C=CC=CC=1.C[N:47](C=O)C. The catalyst is [I-].C([N+](CCCC)(CCCC)CCCC)CCC. The product is [CH2:1]([O:8][CH2:9][C:10]1[CH:15]=[CH:14][CH:13]=[CH:12][C:11]=1[C:16]([N:47]1[CH2:35][CH2:30][CH2:25][CH2:24]1)=[CH2:21])[C:2]1[CH:3]=[CH:4][CH:5]=[CH:6][CH:7]=1. The yield is 0.570.